Binary Classification. Given a miRNA mature sequence and a target amino acid sequence, predict their likelihood of interaction. From a dataset of Experimentally validated miRNA-target interactions with 360,000+ pairs, plus equal number of negative samples. (1) The miRNA is hsa-miR-3675-5p with sequence UAUGGGGCUUCUGUAGAGAUUUC. The protein sequence of the target gene is MAGPCCSPWVKLLLLAAMLSASLPGDLANRCKKAQVKSCTECIRVDKSCAYCTDELFKERRCNTQAELLAAGCRGESILVMESSLEITENTQIDTSLHRSQVSPQGLQVRLRPGEERSFVFQVFEPLESPVDLYILMDFSNSMSDDLDNLKQMGQNLAKILRQLTSDYTIGFGKFVDKVSVPQTDMRPEKLKEPWPNSDPPFSFKNVISLTENVEEFWNKLQGERISGNLDAPEGGFDAILQTAVCTRDIGWRADSTHLLVFSTESAFHYEADGANVLAGIMNRNDEKCHLDASGAYTQY.... Result: 0 (no interaction). (2) The miRNA is hsa-miR-4283 with sequence UGGGGCUCAGCGAGUUU. The protein sequence of the target gene is MGFIFSKSMNENMKNQQEFMVTHARLQLERHLTMQNEMRERQMAMQIAWSREFLKYFGTFFGIATISLATGALKRKKPAFLVPIVPLSFIFTYQYDLGYGTLLQRMKSEAEDILETEKTKLELPKGLITFESLEKARREQSKLFSDK. Result: 0 (no interaction).